The task is: Predict the product of the given reaction.. This data is from Forward reaction prediction with 1.9M reactions from USPTO patents (1976-2016). (1) The product is: [CH2:35]([O:34][C:32]([N:31]1[CH:26]2[CH2:27][CH2:28][CH:29]1[CH2:30][CH:24]([N:1]1[CH2:2][CH2:3][C:4]3([C:15]4[C:10](=[CH:11][CH:12]=[CH:13][CH:14]=4)[CH2:9][N:8]([C:16]([O:18][C:19]([CH3:22])([CH3:21])[CH3:20])=[O:17])[CH2:7]3)[CH2:5][CH2:6]1)[CH2:25]2)=[O:33])[CH3:36]. Given the reactants [NH:1]1[CH2:6][CH2:5][C:4]2([C:15]3[C:10](=[CH:11][CH:12]=[CH:13][CH:14]=3)[CH2:9][N:8]([C:16]([O:18][C:19]([CH3:22])([CH3:21])[CH3:20])=[O:17])[CH2:7]2)[CH2:3][CH2:2]1.O=[C:24]1[CH2:30][CH:29]2[N:31]([C:32]([O:34][CH2:35][CH3:36])=[O:33])[CH:26]([CH2:27][CH2:28]2)[CH2:25]1.C(N(CC)CC)C.[BH4-].[Na+].[OH-].[Na+], predict the reaction product. (2) Given the reactants [C:1]1([C:7]([C:9]2[C:17]3[C:12](=[CH:13][N:14]=[CH:15][CH:16]=3)[NH:11][CH:10]=2)=O)[CH:6]=[CH:5][CH:4]=[CH:3][CH:2]=1.[C:18]([O:22][C:23](=[O:29])[NH:24][CH2:25][CH2:26][O:27][NH2:28])([CH3:21])([CH3:20])[CH3:19], predict the reaction product. The product is: [C:1]1([C:7](=[N:28][O:27][CH2:26][CH2:25][NH:24][C:23](=[O:29])[O:22][C:18]([CH3:20])([CH3:19])[CH3:21])[C:9]2[C:17]3[C:12](=[CH:13][N:14]=[CH:15][CH:16]=3)[NH:11][CH:10]=2)[CH:6]=[CH:5][CH:4]=[CH:3][CH:2]=1. (3) Given the reactants [NH2:1][C:2]1[CH:3]=[CH:4][C:5]([N:8]2[CH2:13][CH2:12]N(CC3C=CC=CC=3)[C:10](=O)[CH2:9]2)=[N:6][CH:7]=1.ClC1C=CC([N+]([O-])=O)=CN=1.[C:32]1(=[O:42])[C:36]2(CCNCC2)[CH2:35][CH2:34][NH:33]1, predict the reaction product. The product is: [NH2:1][C:2]1[CH:3]=[CH:4][C:5]([N:8]2[CH2:9][CH2:10][C:36]3([C:32](=[O:42])[NH:33][CH2:34][CH2:35]3)[CH2:12][CH2:13]2)=[N:6][CH:7]=1. (4) Given the reactants Cl[C:2]1[CH:3]=[C:4]2[C:8](=[CH:9][C:10]=1[N+:11]([O-:13])=[O:12])[C:7](=[O:14])[N:6]([CH3:15])[C:5]2=[O:16].[NH2:17]C(N)=O, predict the reaction product. The product is: [NH2:17][C:2]1[CH:3]=[C:4]2[C:8](=[CH:9][C:10]=1[N+:11]([O-:13])=[O:12])[C:7](=[O:14])[N:6]([CH3:15])[C:5]2=[O:16].